This data is from Catalyst prediction with 721,799 reactions and 888 catalyst types from USPTO. The task is: Predict which catalyst facilitates the given reaction. Reactant: [Ca].[O:2]=[CH:3][C@@H:4]([C@H:6]([C@H:8]([C@@H:10]([CH2:12][OH:13])[OH:11])[OH:9])[OH:7])[OH:5].[O:14]=[CH:15][C@@H:16]([C@H:18]([C@@H:20]([C@@H:22]([CH2:24][OH:25])[OH:23])[OH:21])[OH:19])[OH:17]. Product: [O:2]=[CH:3][C@@H:4]([C@H:6]([C@@H:8]([C@@H:10]([CH2:12][OH:13])[OH:11])[OH:9])[OH:7])[OH:5].[O:14]=[CH:15][C@@H:16]([C@H:18]([C@H:20]([C@@H:22]([CH2:24][OH:25])[OH:23])[OH:21])[OH:19])[OH:17]. The catalyst class is: 6.